From a dataset of NCI-60 drug combinations with 297,098 pairs across 59 cell lines. Regression. Given two drug SMILES strings and cell line genomic features, predict the synergy score measuring deviation from expected non-interaction effect. (1) Drug 1: C1CN1P(=S)(N2CC2)N3CC3. Synergy scores: CSS=-1.07, Synergy_ZIP=-1.25, Synergy_Bliss=-2.34, Synergy_Loewe=-5.33, Synergy_HSA=-4.18. Drug 2: CCCCCOC(=O)NC1=NC(=O)N(C=C1F)C2C(C(C(O2)C)O)O. Cell line: SR. (2) Drug 1: C(=O)(N)NO. Drug 2: CC1CCCC2(C(O2)CC(NC(=O)CC(C(C(=O)C(C1O)C)(C)C)O)C(=CC3=CSC(=N3)C)C)C. Cell line: HS 578T. Synergy scores: CSS=59.3, Synergy_ZIP=6.13, Synergy_Bliss=4.68, Synergy_Loewe=-29.2, Synergy_HSA=2.91. (3) Cell line: SK-MEL-28. Synergy scores: CSS=25.1, Synergy_ZIP=0.207, Synergy_Bliss=-0.924, Synergy_Loewe=-3.69, Synergy_HSA=-1.15. Drug 2: C1CN(P(=O)(OC1)NCCCl)CCCl. Drug 1: CC1=C2C(C(=O)C3(C(CC4C(C3C(C(C2(C)C)(CC1OC(=O)C(C(C5=CC=CC=C5)NC(=O)OC(C)(C)C)O)O)OC(=O)C6=CC=CC=C6)(CO4)OC(=O)C)OC)C)OC. (4) Drug 1: CN1C(=O)N2C=NC(=C2N=N1)C(=O)N. Drug 2: N.N.Cl[Pt+2]Cl. Cell line: DU-145. Synergy scores: CSS=36.9, Synergy_ZIP=-1.79, Synergy_Bliss=-1.61, Synergy_Loewe=-29.1, Synergy_HSA=-1.24. (5) Drug 1: CC1=C(C(CCC1)(C)C)C=CC(=CC=CC(=CC(=O)O)C)C. Drug 2: CN1C2=C(C=C(C=C2)N(CCCl)CCCl)N=C1CCCC(=O)O.Cl. Cell line: COLO 205. Synergy scores: CSS=4.33, Synergy_ZIP=-1.73, Synergy_Bliss=1.34, Synergy_Loewe=0.619, Synergy_HSA=1.39. (6) Drug 1: CC(C)CN1C=NC2=C1C3=CC=CC=C3N=C2N. Drug 2: C(CCl)NC(=O)N(CCCl)N=O. Cell line: MALME-3M. Synergy scores: CSS=3.74, Synergy_ZIP=-1.78, Synergy_Bliss=-1.80, Synergy_Loewe=0.829, Synergy_HSA=-1.44.